Dataset: Catalyst prediction with 721,799 reactions and 888 catalyst types from USPTO. Task: Predict which catalyst facilitates the given reaction. (1) Product: [CH2:28]([N:25]1[CH2:26][CH2:27][C:22](=[C:8]([C:3]2[CH:4]=[CH:5][CH:6]=[CH:7][C:2]=2[NH:1][CH2:34][CH3:36])[C:9]2[CH:21]=[CH:20][C:12]([C:13]([N:15]([CH2:18][CH3:19])[CH2:16][CH3:17])=[O:14])=[CH:11][CH:10]=2)[CH2:23][CH2:24]1)[CH2:29][CH2:30][CH3:31]. Reactant: [NH2:1][C:2]1[CH:7]=[CH:6][CH:5]=[CH:4][C:3]=1[C:8](=[C:22]1[CH2:27][CH2:26][N:25]([CH2:28][CH2:29][CH2:30][CH3:31])[CH2:24][CH2:23]1)[C:9]1[CH:21]=[CH:20][C:12]([C:13]([N:15]([CH2:18][CH3:19])[CH2:16][CH3:17])=[O:14])=[CH:11][CH:10]=1.[BH-](OC(C)=O)(OC(C)=O)O[C:34]([CH3:36])=O.[Na+].C(O)(C(F)(F)F)=O. The catalyst class is: 26. (2) Reactant: [Br:1][C:2]1[CH:11]=[C:10]2[C:5]([N:6]=[CH:7][CH:8]=[N:9]2)=[C:4]([O:12][Si](C(C)(C)C)(C)C)[CH:3]=1.C(=O)([O-])[O-].[Cs+].[Cs+].CS(O[C@H:31]1[CH2:36][CH2:35][C@H:34]([NH:37][C:38]2[N:43]=[CH:42][C:41](Br)=[CH:40][N:39]=2)[CH2:33][CH2:32]1)(=O)=O. Product: [Br:1][C:2]1[CH:11]=[C:10]2[C:5]([N:6]=[CH:7][CH:8]=[N:9]2)=[C:4]([O:12][C@@H:31]2[CH2:36][CH2:35][C@H:34]([NH:37][C:38]3[N:39]=[CH:40][CH:41]=[CH:42][N:43]=3)[CH2:33][CH2:32]2)[CH:3]=1. The catalyst class is: 296. (3) Reactant: [OH:1]/[N:2]=[C:3](/[C:22]1[CH:27]=[CH:26][N:25]=[C:24]([CH3:28])[CH:23]=1)\[CH2:4][C@H:5]([C:13]1[CH:21]=[CH:20][C:16]([C:17]([OH:19])=O)=[CH:15][CH:14]=1)[C:6]1[CH:11]=[CH:10][CH:9]=[CH:8][C:7]=1[CH3:12].[CH3:29][NH:30][CH2:31][CH2:32][OH:33].F[P-](F)(F)(F)(F)F.N1(O[P+](N(C)C)(N(C)C)N(C)C)C2C=CC=CC=2N=N1. Product: [OH:33][CH2:32][CH2:31][N:30]([CH3:29])[C:17](=[O:19])[C:16]1[CH:15]=[CH:14][C:13]([C@H:5]([C:6]2[CH:11]=[CH:10][CH:9]=[CH:8][C:7]=2[CH3:12])[CH2:4]/[C:3](=[N:2]\[OH:1])/[C:22]2[CH:27]=[CH:26][N:25]=[C:24]([CH3:28])[CH:23]=2)=[CH:21][CH:20]=1. The catalyst class is: 7. (4) Product: [NH2:8][C:7]1[CH:6]=[C:5]([CH:11]2[C:20]3[C:19](=[O:21])[CH2:18][CH:17]([CH2:22][CH2:23][CH3:24])[CH2:16][C:15]=3[NH:14][C:13]([CH3:25])=[C:12]2[C:26]#[N:27])[CH:4]=[C:3]([Br:28])[C:2]=1[NH2:1]. Reactant: [NH2:1][C:2]1[C:7]([N+:8]([O-])=O)=[CH:6][C:5]([CH:11]2[C:20]3[C:19](=[O:21])[CH2:18][CH:17]([CH2:22][CH2:23][CH3:24])[CH2:16][C:15]=3[NH:14][C:13]([CH3:25])=[C:12]2[C:26]#[N:27])=[CH:4][C:3]=1[Br:28].C(O)(=O)C. The catalyst class is: 324. (5) Reactant: Cl.[Si]([O:9][C@@H:10]1[CH2:15][CH2:14][C@H:13]([C:16]2[C:17](=[O:27])[O:18][C:19](=[O:26])[C:20]=2[CH:21]2[CH2:25][CH2:24][CH2:23][CH2:22]2)[CH2:12][CH2:11]1)(C(C)(C)C)(C)C. Product: [CH:21]1([C:20]2[C:19](=[O:26])[O:18][C:17](=[O:27])[C:16]=2[C@H:13]2[CH2:14][CH2:15][C@@H:10]([OH:9])[CH2:11][CH2:12]2)[CH2:22][CH2:23][CH2:24][CH2:25]1. The catalyst class is: 8.